Task: Predict the reaction yield, written as a fraction of the theoretical maximum amount of product (1.0 means a 100% yield; for example, 0.34 means a 34% yield).. Dataset: Reaction yield outcomes from USPTO patents with 853,638 reactions (1) The reactants are [Cl:1][C:2]1[CH:10]=[C:9]2[C:5]([C:6](=[O:22])[C:7](=[O:21])[N:8]2[CH:11]([CH2:15][CH:16]2[CH2:20][CH2:19][CH2:18][CH2:17]2)[C:12](O)=[O:13])=[CH:4][CH:3]=1.[N:23]1[CH:28]=[CH:27][CH:26]=[CH:25][C:24]=1[NH2:29].C(N(CC)C(C)C)(C)C.F[P-](F)(F)(F)(F)F.N1(O[P+](N(C)C)(N(C)C)N(C)C)C2C=CC=CC=2N=N1. The catalyst is CN(C)C=O.C(OCC)(=O)C. The product is [Cl:1][C:2]1[CH:10]=[C:9]2[C:5]([C:6](=[O:22])[C:7](=[O:21])[N:8]2[CH:11]([CH2:15][CH:16]2[CH2:17][CH2:18][CH2:19][CH2:20]2)[C:12]([NH:29][C:24]2[CH:25]=[CH:26][CH:27]=[CH:28][N:23]=2)=[O:13])=[CH:4][CH:3]=1. The yield is 0.320. (2) The reactants are [F:1][C:2]1[CH:10]=[CH:9][CH:8]=[C:7]([F:11])[C:3]=1[C:4](Cl)=[O:5].[F:12][C:13]1([F:30])[O:17][C:16]2[CH:18]=[C:19]([CH3:29])[C:20]([C:22]3[CH:23]=[CH:24][C:25]([NH2:28])=[N:26][CH:27]=3)=[CH:21][C:15]=2[O:14]1.CCN(C(C)C)C(C)C. The catalyst is ClCCl.O1CCCC1.CO.[OH-].[Na+]. The product is [F:30][C:13]1([F:12])[O:17][C:16]2[CH:18]=[C:19]([CH3:29])[C:20]([C:22]3[CH:23]=[CH:24][C:25]([NH:28][C:4](=[O:5])[C:3]4[C:2]([F:1])=[CH:10][CH:9]=[CH:8][C:7]=4[F:11])=[N:26][CH:27]=3)=[CH:21][C:15]=2[O:14]1. The yield is 0.760. (3) The reactants are [CH2:1]([O:3][C:4]1[C:8]([CH2:9][CH2:10][CH2:11][OH:12])=[CH:7][N:6]([C:13]2[CH:18]=[CH:17][C:16]([C:19]([F:22])([F:21])[F:20])=[CH:15][N:14]=2)[N:5]=1)[CH3:2].O[C:24]1[CH:25]=[C:26]([CH:35]=[CH:36][CH:37]=1)[O:27][C:28]([CH3:34])([CH3:33])[C:29]([O:31]C)=[O:30].C(P(CCCC)CCCC)CCC.N(C(N1CCCCC1)=O)=NC(N1CCCCC1)=O. The catalyst is O1CCCC1. The product is [CH2:1]([O:3][C:4]1[C:8]([CH2:9][CH2:10][CH2:11][O:12][C:24]2[CH:25]=[C:26]([CH:35]=[CH:36][CH:37]=2)[O:27][C:28]([CH3:34])([CH3:33])[C:29]([OH:31])=[O:30])=[CH:7][N:6]([C:13]2[CH:18]=[CH:17][C:16]([C:19]([F:21])([F:20])[F:22])=[CH:15][N:14]=2)[N:5]=1)[CH3:2]. The yield is 0.620. (4) The reactants are Cl[C:2]1[N:7]=[C:6]([NH:8][C:9]2[CH:14]=[CH:13][C:12]3[O:15][CH2:16][CH2:17][O:18][C:11]=3[CH:10]=2)[C:5]([F:19])=[CH:4][N:3]=1.[CH:20](N(CC)C(C)C)(C)C.[CH2:29]([O:33][C:34]1[CH:40]=[CH:39][C:37](N)=[CH:36][CH:35]=1)[CH2:30][CH2:31][CH3:32]. The catalyst is C(O)CO. The product is [CH2:29]([O:33][C:34]1[CH:40]=[CH:39][C:37]([NH:7][C:2]2[CH:20]=[C:6]([NH:8][C:9]3[CH:14]=[CH:13][C:12]4[O:15][CH2:16][CH2:17][O:18][C:11]=4[CH:10]=3)[C:5]([F:19])=[CH:4][N:3]=2)=[CH:36][CH:35]=1)[CH2:30][CH2:31][CH3:32]. The yield is 0.490. (5) The reactants are F[B-](F)(F)F.[C:6]([CH:10]1[CH2:15][CH2:14][C:13](=O)[CH2:12][CH2:11]1)([CH3:9])([CH3:8])[CH3:7].[FH:17].[FH:18].F.C(N(CC)CC)C.C(=O)(O)[O-].[Na+]. The catalyst is ClCCl. The product is [C:6]([CH:10]1[CH2:15][CH2:14][C:13]([F:18])([F:17])[CH2:12][CH2:11]1)([CH3:9])([CH3:8])[CH3:7]. The yield is 0.530. (6) The yield is 0.512. The reactants are [CH:1]1([CH2:6][CH2:7][C:8]([OH:10])=O)[CH2:5][CH2:4][CH2:3][CH2:2]1.[NH2:11][C@@H:12]1[C@H:16]2[O:17][CH2:18][C@H:19]([NH:20][C:21]([CH:23]3[CH2:25][CH2:24]3)=[O:22])[C@H:15]2[O:14][CH2:13]1. The product is [CH:1]1([CH2:6][CH2:7][C:8]([NH:11][C@@H:12]2[C@H:16]3[O:17][CH2:18][C@H:19]([NH:20][C:21]([CH:23]4[CH2:24][CH2:25]4)=[O:22])[C@H:15]3[O:14][CH2:13]2)=[O:10])[CH2:2][CH2:3][CH2:4][CH2:5]1. No catalyst specified.